From a dataset of Forward reaction prediction with 1.9M reactions from USPTO patents (1976-2016). Predict the product of the given reaction. (1) Given the reactants [CH3:1][NH:2][C:3]1[CH:8]=[CH:7][CH:6]=[CH:5][CH:4]=1.C(=O)([O-])[O-].[K+].[K+].FC(F)(F)S(O[CH2:21][C:22]([F:25])([F:24])[F:23])(=O)=O, predict the reaction product. The product is: [CH3:1][N:2]([CH2:21][C:22]([F:25])([F:24])[F:23])[C:3]1[CH:8]=[CH:7][CH:6]=[CH:5][CH:4]=1. (2) Given the reactants [NH2:1][C:2]1[C:3]([NH:10][C:11]2[CH:16]=[CH:15][C:14]([CH2:17][CH2:18][NH:19][C:20]([NH:22][S:23]([C:26]3[CH:31]=[CH:30][C:29]([CH3:32])=[CH:28][CH:27]=3)(=[O:25])=[O:24])=[O:21])=[CH:13][CH:12]=2)=[N:4][C:5]([CH3:9])=[CH:6][C:7]=1[CH3:8].[C:33]1([CH2:39][CH2:40][CH2:41][C:42](O)=O)[CH:38]=[CH:37][CH:36]=[CH:35][CH:34]=1.Cl.C(N=C=NCCCN(C)C)C.O.C1(C)C=CC(S(O)(=O)=O)=CC=1, predict the reaction product. The product is: [CH3:9][C:5]1[N:4]=[C:3]2[N:10]([C:11]3[CH:16]=[CH:15][C:14]([CH2:17][CH2:18][NH:19][C:20]([NH:22][S:23]([C:26]4[CH:27]=[CH:28][C:29]([CH3:32])=[CH:30][CH:31]=4)(=[O:25])=[O:24])=[O:21])=[CH:13][CH:12]=3)[C:42]([CH2:41][CH2:40][CH2:39][C:33]3[CH:38]=[CH:37][CH:36]=[CH:35][CH:34]=3)=[N:1][C:2]2=[C:7]([CH3:8])[CH:6]=1. (3) The product is: [N+:1]([C:4]1[CH:13]=[CH:12][CH:11]=[C:10]2[C:5]=1[CH:6]=[CH:7][NH:8][C:9]2=[O:17])([O-:3])=[O:2]. Given the reactants [N+:1]([C:4]1[CH:13]=[CH:12][CH:11]=[C:10]2[C:5]=1[CH:6]=[CH:7][N+:8]([O-])=[CH:9]2)([O-:3])=[O:2].C(OC(=O)C)(=[O:17])C, predict the reaction product. (4) Given the reactants [CH2:1]([O:8][C:9]1[N:24]=[C:23]([C:25]2[CH:33]=[C:32]3[C:28]([CH:29]=[C:30]([CH:34]=O)[NH:31]3)=[CH:27][CH:26]=2)[C:22]([CH2:36][CH3:37])=[C:21]([O:38][CH2:39]C2C=CC=CC=2)[C:10]=1[C:11]([O:13][CH2:14][C:15]1[CH:20]=[CH:19][CH:18]=[CH:17][CH:16]=1)=[O:12])[C:2]1[CH:7]=[CH:6][CH:5]=[CH:4][CH:3]=1.[CH3:46][NH:47][CH3:48].[CH3:49][C:50](O)=O.[C:53](O[BH-](OC(=O)C)OC(=O)C)(=O)[CH3:54].[Na+].Cl[CH2:68][CH2:69]Cl, predict the reaction product. The product is: [CH2:1]([O:8][C:9]1[N:24]=[C:23]([C:25]2[CH:33]=[C:32]3[C:28]([CH:29]=[C:30]([CH2:34][N:47]([CH3:48])[CH3:46])[NH:31]3)=[CH:27][CH:26]=2)[C:22]([CH2:36][CH3:37])=[C:21]([O:38][CH2:39][C:69]2[CH:68]=[CH:49][CH:50]=[CH:54][CH:53]=2)[C:10]=1[C:11]([O:13][CH2:14][C:15]1[CH:16]=[CH:17][CH:18]=[CH:19][CH:20]=1)=[O:12])[C:2]1[CH:3]=[CH:4][CH:5]=[CH:6][CH:7]=1. (5) Given the reactants [Br:1][C:2]1[CH:3]=[C:4]2[C:9](=[CH:10][CH:11]=1)[C:8](=[O:12])[NH:7][C:6](=[O:13])[C:5]2=[CH:14]OC.CN(C)C=O.[O:22]1[CH2:27][CH2:26][N:25]([CH2:28][CH2:29][CH2:30][NH2:31])[CH2:24][CH2:23]1, predict the reaction product. The product is: [Br:1][C:2]1[CH:3]=[C:4]2[C:9](=[CH:10][CH:11]=1)[C:8](=[O:12])[NH:7][C:6](=[O:13])/[C:5]/2=[CH:14]\[NH:31][CH2:30][CH2:29][CH2:28][N:25]1[CH2:26][CH2:27][O:22][CH2:23][CH2:24]1.